Dataset: Full USPTO retrosynthesis dataset with 1.9M reactions from patents (1976-2016). Task: Predict the reactants needed to synthesize the given product. (1) Given the product [CH2:19]([O:1][C:2]1[C:10]2[CH:9]=[C:8]([C:11]([O:13][CH3:14])=[O:12])[O:7][C:6]=2[CH:5]=[CH:4][CH:3]=1)[C@H:20]1[O:22][CH2:21]1, predict the reactants needed to synthesize it. The reactants are: [OH:1][C:2]1[C:10]2[CH:9]=[C:8]([C:11]([O:13][CH3:14])=[O:12])[O:7][C:6]=2[CH:5]=[CH:4][CH:3]=1.S(C1C=CC([N+]([O-])=O)=CC=1)(O[CH2:19][C@H:20]1[O:22][CH2:21]1)(=O)=O.C(=O)([O-])[O-].[K+].[K+]. (2) Given the product [Br:28][C:18]1[CH:6]=[CH:7][C:8]2[C:12]3[CH:13]=[CH:14][CH:15]=[CH:16][C:11]=3[O:10][C:9]=2[CH:17]=1, predict the reactants needed to synthesize it. The reactants are: N([O-])=O.[Na+].N[C:6]1[CH:18]=[CH:17][C:9]2[O:10][C:11]3[CH:16]=[CH:15][CH:14]=[CH:13][C:12]=3[C:8]=2[CH:7]=1.C(O)(=O)C.CCOCC.[BrH:28]. (3) The reactants are: [Cl:1][C:2]1[N:3]=[C:4]([NH:16][C:17]2[C:18]([CH3:26])=[N:19][C:20]([O:24][CH3:25])=[C:21]([CH3:23])[CH:22]=2)[C:5](=[O:15])[N:6]([CH2:8][C@H:9]([CH:12]2[CH2:14][CH2:13]2)[O:10]C)[CH:7]=1.B(Br)(Br)Br. Given the product [Cl:1][C:2]1[N:3]=[C:4]([NH:16][C:17]2[C:18]([CH3:26])=[N:19][C:20]([O:24][CH3:25])=[C:21]([CH3:23])[CH:22]=2)[C:5](=[O:15])[N:6]([CH2:8][C@H:9]([CH:12]2[CH2:14][CH2:13]2)[OH:10])[CH:7]=1, predict the reactants needed to synthesize it. (4) Given the product [Cl:18][C:19]1[C:24]([NH:25][C:8]([C:7]2[CH:6]=[CH:5][C:4]([C:3]([O:2][CH3:1])=[O:13])=[CH:12][CH:11]=2)=[O:10])=[CH:23][CH:22]=[CH:21][N:20]=1, predict the reactants needed to synthesize it. The reactants are: [CH3:1][O:2][C:3](=[O:13])[C:4]1[CH:12]=[CH:11][C:7]([C:8]([OH:10])=O)=[CH:6][CH:5]=1.O=S(Cl)Cl.[Cl:18][C:19]1[C:24]([NH2:25])=[CH:23][CH:22]=[CH:21][N:20]=1.C(N(CC)CC)C. (5) Given the product [NH2:1][C:4]1[N:9]=[CH:8][C:7]([N:10]2[CH2:16][CH:15]3[N:17]([C:18]([O:20][C:21]([CH3:24])([CH3:23])[CH3:22])=[O:19])[CH:12]([CH2:13][CH2:14]3)[CH2:11]2)=[CH:6][CH:5]=1, predict the reactants needed to synthesize it. The reactants are: [N+:1]([C:4]1[N:9]=[CH:8][C:7]([N:10]2[CH2:16][CH:15]3[N:17]([C:18]([O:20][C:21]([CH3:24])([CH3:23])[CH3:22])=[O:19])[CH:12]([CH2:13][CH2:14]3)[CH2:11]2)=[CH:6][CH:5]=1)([O-])=O.CO. (6) The reactants are: [CH3:1][O:2][C:3]1[CH:26]=[CH:25][C:6]([C:7]([NH:9][C:10]2[C:11]([NH:16][C:17]([CH:19]3[CH2:24][CH2:23][NH:22][CH2:21][CH2:20]3)=[O:18])=[CH:12][CH:13]=[CH:14][CH:15]=2)=[O:8])=[CH:5][CH:4]=1.[I:27][C:28]1[CH:35]=[CH:34][C:31]([CH:32]=O)=[CH:30][CH:29]=1. Given the product [CH3:1][O:2][C:3]1[CH:4]=[CH:5][C:6]([C:7]([NH:9][C:10]2[C:11]([NH:16][C:17]([CH:19]3[CH2:20][CH2:21][N:22]([CH2:32][C:31]4[CH:34]=[CH:35][C:28]([I:27])=[CH:29][CH:30]=4)[CH2:23][CH2:24]3)=[O:18])=[CH:12][CH:13]=[CH:14][CH:15]=2)=[O:8])=[CH:25][CH:26]=1, predict the reactants needed to synthesize it. (7) Given the product [Cl:1][C:2]1[S:6][C:5]([C:7]([NH:9][CH2:10][C:11]2[N:12]=[N:13][N:14]([C:16]3[CH:21]=[CH:20][C:19]([N:22]4[CH:27]=[CH:26][CH:25]=[CH:24][C:23]4=[O:28])=[CH:18][C:17]=3[N:29]3[CH2:34][CH2:33][N:32]([C:37]([NH2:38])=[O:35])[CH2:31][CH2:30]3)[CH:15]=2)=[O:8])=[CH:4][CH:3]=1, predict the reactants needed to synthesize it. The reactants are: [Cl:1][C:2]1[S:6][C:5]([C:7]([NH:9][CH2:10][C:11]2[N:12]=[N:13][N:14]([C:16]3[CH:21]=[CH:20][C:19]([N:22]4[CH:27]=[CH:26][CH:25]=[CH:24][C:23]4=[O:28])=[CH:18][C:17]=3[N:29]3[CH2:34][CH2:33][NH:32][CH2:31][CH2:30]3)[CH:15]=2)=[O:8])=[CH:4][CH:3]=1.[O:35]([C:37]#[N:38])[K]. (8) Given the product [CH3:5][C:6]1[O:10][C:9]([C:11]([OH:1])=[O:12])=[CH:8][CH:7]=1, predict the reactants needed to synthesize it. The reactants are: [OH-:1].[Na+].BrBr.[CH3:5][C:6]1[O:10][C:9]([CH:11]=[O:12])=[CH:8][CH:7]=1. (9) Given the product [PH:1]([C:6]([CH3:9])([CH3:8])[CH3:7])[C:2]([CH3:5])([CH3:4])[CH3:3], predict the reactants needed to synthesize it. The reactants are: [P:1](Br)([C:6]([CH3:9])([CH3:8])[CH3:7])[C:2]([CH3:5])([CH3:4])[CH3:3].[H-].[H-].[H-].[H-].[Li+].[Al+3]. (10) Given the product [CH3:12][N:11]([CH2:13][C:14]1[CH:15]=[CH:16][C:17]([CH:20]2[C:29]3=[N:42][NH:43][C:31](=[O:32])[C:27]4[CH:26]=[CH:25][CH:24]=[C:23]([C:28]=43)[NH:22][CH:21]2[C:35]2[CH:40]=[CH:39][CH:38]=[CH:37][CH:36]=2)=[CH:18][CH:19]=1)[C:9](=[O:10])[O:8][CH2:1][C:2]1[CH:7]=[CH:6][CH:5]=[CH:4][CH:3]=1, predict the reactants needed to synthesize it. The reactants are: [CH2:1]([O:8][C:9]([N:11]([CH2:13][C:14]1[CH:19]=[CH:18][C:17]([CH:20]2[C:29](=O)[C:28]3[C:27]([C:31](OC)=[O:32])=[CH:26][CH:25]=[CH:24][C:23]=3[NH:22][CH:21]2[C:35]2[CH:40]=[CH:39][CH:38]=[CH:37][CH:36]=2)=[CH:16][CH:15]=1)[CH3:12])=[O:10])[C:2]1[CH:7]=[CH:6][CH:5]=[CH:4][CH:3]=1.O.[NH2:42][NH2:43].